Dataset: Forward reaction prediction with 1.9M reactions from USPTO patents (1976-2016). Task: Predict the product of the given reaction. (1) Given the reactants Br[C:2]1[CH:3]=[C:4]([CH:18]=[CH:19][C:20]=1[CH2:21][OH:22])[C:5]([NH:7][C:8]1[CH:13]=[CH:12][CH:11]=[C:10]([C:14]([F:17])([F:16])[F:15])[CH:9]=1)=[O:6].CC1(C)C(C)(C)OB([C:31]2[CH:36]=[CH:35][N:34]=[C:33]([N:37]3[CH2:42][CH2:41][O:40][CH2:39][CH2:38]3)[CH:32]=2)O1, predict the reaction product. The product is: [OH:22][CH2:21][C:20]1[CH:19]=[CH:18][C:4]([C:5]([NH:7][C:8]2[CH:13]=[CH:12][CH:11]=[C:10]([C:14]([F:17])([F:16])[F:15])[CH:9]=2)=[O:6])=[CH:3][C:2]=1[C:31]1[CH:36]=[CH:35][N:34]=[C:33]([N:37]2[CH2:38][CH2:39][O:40][CH2:41][CH2:42]2)[CH:32]=1. (2) Given the reactants Br[C:2]1[CH:3]=[C:4]2[N:10]([CH:11]([C:13]3[CH:18]=[CH:17][CH:16]=[CH:15][N:14]=3)[CH3:12])[N:9]=[CH:8][C:5]2=[N:6][CH:7]=1.[CH3:19][C:20]1([CH3:36])[C:24]([CH3:26])([CH3:25])[O:23][B:22]([B:22]2[O:23][C:24]([CH3:26])([CH3:25])[C:20]([CH3:36])([CH3:19])[O:21]2)[O:21]1.C([O-])(=O)C.[K+], predict the reaction product. The product is: [N:14]1[CH:15]=[CH:16][CH:17]=[CH:18][C:13]=1[CH:11]([N:10]1[C:4]2[C:5](=[N:6][CH:7]=[C:2]([B:22]3[O:23][C:24]([CH3:26])([CH3:25])[C:20]([CH3:36])([CH3:19])[O:21]3)[CH:3]=2)[CH:8]=[N:9]1)[CH3:12]. (3) Given the reactants [O:1]1[CH2:6]C[CH2:4][O:3][CH:2]1[C:7]1[CH:8]=[CH:9][C:10]([C:13]2[S:21][C:20]3[C:15](=[N:16][CH:17]=[CH:18][C:19]=3[O:22][C:23]3[CH:28]=[CH:27][C:26]([NH:29][C:30]([NH:32][C:33](=[O:42])[CH2:34][C:35]4[CH:40]=[CH:39][C:38]([F:41])=[CH:37][CH:36]=4)=[S:31])=[CH:25][C:24]=3[F:43])[CH:14]=2)=[N:11][CH:12]=1.O1CCOC1C1C=CC(C2SC3C(=NC=CC=3OC3C=CC(N)=CC=3F)C=2)=NC=1, predict the reaction product. The product is: [O:1]1[CH2:6][CH2:4][O:3][CH:2]1[C:7]1[CH:8]=[CH:9][C:10]([C:13]2[S:21][C:20]3[C:15](=[N:16][CH:17]=[CH:18][C:19]=3[O:22][C:23]3[CH:28]=[CH:27][C:26]([NH:29][C:30]([NH:32][C:33](=[O:42])[CH2:34][C:35]4[CH:40]=[CH:39][C:38]([F:41])=[CH:37][CH:36]=4)=[S:31])=[CH:25][C:24]=3[F:43])[CH:14]=2)=[N:11][CH:12]=1. (4) Given the reactants [CH3:1][Si:2]([CH3:13])([CH3:12])[C:3]#[C:4][C:5]1[N:10]=[CH:9][C:8]([NH2:11])=[CH:7][CH:6]=1.C[Si]([N-][Si](C)(C)C)(C)C.[Na+].[CH3:24][C:25]([O:28][C:29](O[C:29]([O:28][C:25]([CH3:27])([CH3:26])[CH3:24])=[O:30])=[O:30])([CH3:27])[CH3:26], predict the reaction product. The product is: [CH3:13][Si:2]([CH3:12])([CH3:1])[C:3]#[C:4][C:5]1[N:10]=[CH:9][C:8]([NH:11][C:29](=[O:30])[O:28][C:25]([CH3:27])([CH3:26])[CH3:24])=[CH:7][CH:6]=1. (5) Given the reactants [F:1][C:2]1[CH:3]=[C:4]([C:9]2[N:16]=[C:15]([OH:17])[C:14]([I:18])=[CH:13][C:10]=2[C:11]#[N:12])[CH:5]=[C:6]([F:8])[CH:7]=1.[C:19](=O)([O-])[O-].[Cs+].[Cs+].CI, predict the reaction product. The product is: [F:8][C:6]1[CH:5]=[C:4]([C:9]2[N:16]=[C:15]([O:17][CH3:19])[C:14]([I:18])=[CH:13][C:10]=2[C:11]#[N:12])[CH:3]=[C:2]([F:1])[CH:7]=1. (6) Given the reactants Br[C:2]1[CH:7]=[CH:6][C:5]([C:8]2[O:12][N:11]=[C:10]([CH3:13])[C:9]=2[CH2:14][NH:15][CH2:16][CH:17]2[CH2:19][CH2:18]2)=[CH:4][CH:3]=1.[CH2:20]([O:22][C:23]([C:25]1([C:28]2[CH:33]=[CH:32][C:31](B3OC(C)(C)C(C)(C)O3)=[CH:30][CH:29]=2)[CH2:27][CH2:26]1)=[O:24])[CH3:21], predict the reaction product. The product is: [CH2:20]([O:22][C:23]([C:25]1([C:28]2[CH:33]=[CH:32][C:31]([C:2]3[CH:7]=[CH:6][C:5]([C:8]4[O:12][N:11]=[C:10]([CH3:13])[C:9]=4[CH2:14][NH:15][CH2:16][CH:17]4[CH2:19][CH2:18]4)=[CH:4][CH:3]=3)=[CH:30][CH:29]=2)[CH2:26][CH2:27]1)=[O:24])[CH3:21]. (7) Given the reactants [CH3:1][C:2]1[C:19]([C:20]2[CH:25]=[CH:24][C:23]([O:26][CH3:27])=[CH:22][C:21]=2[O:28][CH3:29])=[CH:18][CH:17]=[CH:16][C:3]=1[C:4]([NH:6][CH2:7][CH2:8][CH2:9][CH2:10][CH2:11][C:12]([O:14]C)=[O:13])=[O:5].O.[OH-].[Li+], predict the reaction product. The product is: [CH3:1][C:2]1[C:19]([C:20]2[CH:25]=[CH:24][C:23]([O:26][CH3:27])=[CH:22][C:21]=2[O:28][CH3:29])=[CH:18][CH:17]=[CH:16][C:3]=1[C:4]([NH:6][CH2:7][CH2:8][CH2:9][CH2:10][CH2:11][C:12]([OH:14])=[O:13])=[O:5]. (8) Given the reactants [C:1]([OH:20])(=O)[CH2:2][CH2:3][CH2:4][CH2:5][CH2:6][CH2:7][CH2:8]/[CH:9]=[CH:10]\[CH2:11]/[CH:12]=[CH:13]\[CH2:14][CH2:15][CH2:16][CH2:17][CH3:18].Cl.[CH3:22][NH:23][O:24][CH3:25].O.ON1C2C=CC=CC=2N=C1.C(N(CC)CC)C.Cl.C(N=C=NCCCN(C)C)C, predict the reaction product. The product is: [CH3:25][O:24][N:23]([CH3:22])[C:1](=[O:20])[CH2:2][CH2:3][CH2:4][CH2:5][CH2:6][CH2:7][CH2:8]/[CH:9]=[CH:10]\[CH2:11]/[CH:12]=[CH:13]\[CH2:14][CH2:15][CH2:16][CH2:17][CH3:18]. (9) Given the reactants [C:1]([O:4][C:5]1[CH:15]=[CH:14][CH:13]=[CH:12][C:6]=1[C:7]([O:9][CH2:10]Cl)=[O:8])(=[O:3])[CH3:2].[N+:16]([O:19][CH2:20][CH2:21][CH2:22][CH2:23][C:24]([OH:26])=[O:25])([O-:18])=[O:17].CCN(CC)CC, predict the reaction product. The product is: [C:1]([O:4][C:5]1[CH:15]=[CH:14][CH:13]=[CH:12][C:6]=1[C:7]([O:9][CH2:10][O:26][C:24](=[O:25])[CH2:23][CH2:22][CH2:21][CH2:20][O:19][N+:16]([O-:18])=[O:17])=[O:8])(=[O:3])[CH3:2]. (10) Given the reactants C(OC([N:7]1[C@@H:12]([CH3:13])[CH:11]=[C:10]([C:14]2[N:15]=[C:16]([S:19][C:20]3[C@H:26]([CH3:27])[C@H:25]4[N:22]([C:23](=[O:31])[C@@H:24]4[C@H:28]([OH:30])[CH3:29])[C:21]=3[C:32]([O:34]CC=C)=[O:33])[S:17][CH:18]=2)[CH2:9][CH2:8]1)=O)C=C.C(O)(=O)C.C([SnH](CCCC)CCCC)CCC.P([O-])([O-])([O-])=O, predict the reaction product. The product is: [OH:30][C@@H:28]([C@H:24]1[C:23](=[O:31])[N:22]2[C@@H:25]1[C@@H:26]([CH3:27])[C:20]([S:19][C:16]1[S:17][CH:18]=[C:14]([C:10]3[CH2:9][CH2:8][NH:7][C@@H:12]([CH3:13])[CH:11]=3)[N:15]=1)=[C:21]2[C:32]([OH:34])=[O:33])[CH3:29].